Task: Predict the reaction yield, written as a fraction of the theoretical maximum amount of product (1.0 means a 100% yield; for example, 0.34 means a 34% yield).. Dataset: Reaction yield outcomes from USPTO patents with 853,638 reactions (1) The reactants are [F:1][C:2]1[CH:7]=[CH:6][C:5]([CH:8]2[CH2:13][CH2:12][CH2:11][NH:10][CH2:9]2)=[CH:4][CH:3]=1.[CH:14]([C:16]1[CH:31]=[CH:30][C:19]([O:20][C:21]2[CH:29]=[CH:28][C:24]([C:25]([NH2:27])=[O:26])=[CH:23][N:22]=2)=[CH:18][CH:17]=1)=O.C(O[BH-](OC(=O)C)OC(=O)C)(=O)C.[Na+].C(O)(=O)C.[Cl:50]CCCl. The catalyst is CO.C(Cl)Cl. The product is [ClH:50].[F:1][C:2]1[CH:3]=[CH:4][C:5]([CH:8]2[CH2:13][CH2:12][CH2:11][N:10]([CH2:14][C:16]3[CH:31]=[CH:30][C:19]([O:20][C:21]4[CH:29]=[CH:28][C:24]([C:25]([NH2:27])=[O:26])=[CH:23][N:22]=4)=[CH:18][CH:17]=3)[CH2:9]2)=[CH:6][CH:7]=1. The yield is 0.510. (2) The reactants are Br[C:2]1[CH:3]=[CH:4][C:5]([Cl:8])=[N:6][CH:7]=1.[CH:9]1(B(O)O)[CH2:11][CH2:10]1.C([O-])([O-])=O.[Cs+].[Cs+]. The catalyst is O1CCOCC1.C1C=CC([P]([Pd]([P](C2C=CC=CC=2)(C2C=CC=CC=2)C2C=CC=CC=2)([P](C2C=CC=CC=2)(C2C=CC=CC=2)C2C=CC=CC=2)[P](C2C=CC=CC=2)(C2C=CC=CC=2)C2C=CC=CC=2)(C2C=CC=CC=2)C2C=CC=CC=2)=CC=1. The product is [Cl:8][C:5]1[CH:4]=[CH:3][C:2]([CH:9]2[CH2:11][CH2:10]2)=[CH:7][N:6]=1. The yield is 0.570. (3) The reactants are [Cl:1][C:2]1[CH:3]=[C:4]2[C:8](=[CH:9][CH:10]=1)[NH:7][C:6](=[O:11])[CH2:5]2.[Cl-].[Li+].Br[C:15](Br)([CH2:18][CH3:19])[CH2:16][CH3:17]. The catalyst is O1CCCC1. The product is [Cl:1][C:2]1[CH:3]=[C:4]2[C:8](=[CH:9][CH:10]=1)[NH:7][C:6](=[O:11])[C:5]12[CH2:19][CH2:18][CH2:15][CH2:16][CH2:17]1. The yield is 0.500. (4) No catalyst specified. The reactants are [F:1][C:2]1[CH:7]=[C:6]([CH3:8])[C:5]([C:9]2[C:20](=[O:21])[N:19]([CH3:22])[C:12]3[N:13]=[C:14](SC)[N:15]=[CH:16][C:11]=3[CH:10]=2)=[CH:4][C:3]=1[NH:23][C:24]([NH:26][C:27]1[CH:31]=[C:30]([CH:32]([CH3:34])[CH3:33])[O:29][N:28]=1)=[O:25].[CH3:35][NH2:36].C1COCC1. The product is [F:1][C:2]1[CH:7]=[C:6]([CH3:8])[C:5]([C:9]2[C:20](=[O:21])[N:19]([CH3:22])[C:12]3[N:13]=[C:14]([NH:36][CH3:35])[N:15]=[CH:16][C:11]=3[CH:10]=2)=[CH:4][C:3]=1[NH:23][C:24]([NH:26][C:27]1[CH:31]=[C:30]([CH:32]([CH3:34])[CH3:33])[O:29][N:28]=1)=[O:25]. The yield is 0.620.